This data is from Reaction yield outcomes from USPTO patents with 853,638 reactions. The task is: Predict the reaction yield, written as a fraction of the theoretical maximum amount of product (1.0 means a 100% yield; for example, 0.34 means a 34% yield). (1) The reactants are Cl[C:2]1[CH:7]=[CH:6][N:5]=[C:4]2[NH:8][CH:9]=[CH:10][C:3]=12.[F:11][C:12]1[CH:17]=[C:16]([N+:18]([O-:20])=[O:19])[CH:15]=[CH:14][C:13]=1[OH:21].C(N(CC)C(C)C)(C)C. The catalyst is C(OCC)(=O)C. The product is [F:11][C:12]1[CH:17]=[C:16]([N+:18]([O-:20])=[O:19])[CH:15]=[CH:14][C:13]=1[O:21][C:2]1[CH:7]=[CH:6][N:5]=[C:4]2[NH:8][CH:9]=[CH:10][C:3]=12. The yield is 0.430. (2) The reactants are [S:1]1[CH:5]=[CH:4][C:3]2[CH:6]=[CH:7][CH:8]=[C:9](B(O)O)[C:2]1=2.[NH2:13][C:14]1[CH:19]=[CH:18][CH:17]=[CH:16][CH:15]=1.O.O=[CH:22][C:23]([OH:25])=[O:24]. The catalyst is CC#N. The product is [S:1]1[CH:5]=[CH:4][C:3]2[CH:6]=[CH:7][CH:8]=[C:9]([CH:22]([NH:13][C:14]3[CH:19]=[CH:18][CH:17]=[CH:16][CH:15]=3)[C:23]([OH:25])=[O:24])[C:2]1=2. The yield is 0.635.